This data is from Reaction yield outcomes from USPTO patents with 853,638 reactions. The task is: Predict the reaction yield, written as a fraction of the theoretical maximum amount of product (1.0 means a 100% yield; for example, 0.34 means a 34% yield). (1) The reactants are [NH:1]1[CH2:5][CH2:4][CH2:3][C@@H:2]1[CH2:6][NH:7][C:8](=[O:14])[O:9][C:10]([CH3:13])([CH3:12])[CH3:11].C(N(CC)CC)C.Cl[C:23]([O:25][CH2:26][C:27]1[CH:32]=[CH:31][CH:30]=[CH:29][CH:28]=1)=[O:24].O. The catalyst is C(Cl)Cl. The product is [CH3:12][C:10]([O:9][C:8]([NH:7][CH2:6][C@H:2]1[CH2:3][CH2:4][CH2:5][N:1]1[C:23]([O:25][CH2:26][C:27]1[CH:32]=[CH:31][CH:30]=[CH:29][CH:28]=1)=[O:24])=[O:14])([CH3:11])[CH3:13]. The yield is 0.810. (2) The reactants are [OH:1][C@H:2]([CH3:6])[C:3]([NH2:5])=O.F[B-](F)(F)F.C([O+](CC)CC)C.N[C:20]1[C:21]([NH:29][C@H:30]2[CH2:35][CH2:34][C@H:33]([CH2:36][C:37]#[N:38])[CH2:32][CH2:31]2)=[C:22]2[S:28][CH:27]=[CH:26][C:23]2=[N:24][CH:25]=1. The catalyst is O1CCCC1.C(O)C. The product is [OH:1][C@@H:2]([C:3]1[N:29]([C@H:30]2[CH2:31][CH2:32][C@H:33]([CH2:36][C:37]#[N:38])[CH2:34][CH2:35]2)[C:21]2=[C:22]3[S:28][CH:27]=[CH:26][C:23]3=[N:24][CH:25]=[C:20]2[N:5]=1)[CH3:6]. The yield is 0.440. (3) The reactants are [CH2:1]([O:19][CH:20]1[CH:25]([O:26][CH2:27][CH2:28][CH2:29][CH2:30][CH2:31][CH2:32][CH2:33][CH2:34][CH2:35][CH2:36][CH2:37][CH2:38][CH2:39][CH2:40][CH2:41][CH2:42][CH2:43][CH3:44])[CH:24]([O:45][CH2:46][CH2:47][CH2:48][CH2:49][CH2:50][CH2:51][CH2:52][CH2:53][CH2:54][CH2:55][CH2:56][CH2:57][CH2:58][CH2:59][CH2:60][CH2:61][CH2:62][CH3:63])[CH2:23][CH:22]([CH2:64][O:65][C:66]2[CH:73]=[CH:72][C:69]([CH:70]=[O:71])=[CH:68][CH:67]=2)[CH2:21]1)[CH2:2][CH2:3][CH2:4][CH2:5][CH2:6][CH2:7][CH2:8][CH2:9][CH2:10][CH2:11][CH2:12][CH2:13][CH2:14][CH2:15][CH2:16][CH2:17][CH3:18].[CH3:74][O:75][C:76]1[CH:81]=[CH:80][C:79]([Mg]Br)=[CH:78][CH:77]=1. The catalyst is C1COCC1. The product is [CH3:74][O:75][C:76]1[CH:81]=[CH:80][C:79]([CH:70]([C:69]2[CH:68]=[CH:67][C:66]([O:65][CH2:64][CH:22]3[CH2:21][CH:20]([O:19][CH2:1][CH2:2][CH2:3][CH2:4][CH2:5][CH2:6][CH2:7][CH2:8][CH2:9][CH2:10][CH2:11][CH2:12][CH2:13][CH2:14][CH2:15][CH2:16][CH2:17][CH3:18])[CH:25]([O:26][CH2:27][CH2:28][CH2:29][CH2:30][CH2:31][CH2:32][CH2:33][CH2:34][CH2:35][CH2:36][CH2:37][CH2:38][CH2:39][CH2:40][CH2:41][CH2:42][CH2:43][CH3:44])[CH:24]([O:45][CH2:46][CH2:47][CH2:48][CH2:49][CH2:50][CH2:51][CH2:52][CH2:53][CH2:54][CH2:55][CH2:56][CH2:57][CH2:58][CH2:59][CH2:60][CH2:61][CH2:62][CH3:63])[CH2:23]3)=[CH:73][CH:72]=2)[OH:71])=[CH:78][CH:77]=1. The yield is 0.960. (4) The reactants are [CH2:1]([S:5][C:6]([C:8]1([C:11](=[O:14])[CH2:12]Br)[CH2:10][CH2:9]1)=[O:7])[CH2:2][CH2:3][CH3:4].[CH3:15][O:16][P:17]([O:20]C)[O:18][CH3:19]. The catalyst is C1(C)C=CC=CC=1. The product is [CH2:1]([S:5][C:6]([C:8]1([C:11](=[O:14])[CH2:12][P:17]([O:18][CH3:19])([O:16][CH3:15])=[O:20])[CH2:10][CH2:9]1)=[O:7])[CH2:2][CH2:3][CH3:4]. The yield is 0.410.